Dataset: Full USPTO retrosynthesis dataset with 1.9M reactions from patents (1976-2016). Task: Predict the reactants needed to synthesize the given product. Given the product [Cl:1][C:2]1[C:7]([C:8]2[CH:9]=[CH:10][CH:11]=[CH:12][CH:13]=2)=[N:6][N:5]=[C:4]2[N:14]([CH2:26][CH:23]3[CH2:25][CH2:24]3)[N:15]=[C:16]([C:17]3[CH:18]=[CH:19][CH:20]=[CH:21][CH:22]=3)[C:3]=12, predict the reactants needed to synthesize it. The reactants are: [Cl:1][C:2]1[C:7]([C:8]2[CH:13]=[CH:12][CH:11]=[CH:10][CH:9]=2)=[N:6][N:5]=[C:4]2[NH:14][N:15]=[C:16]([C:17]3[CH:22]=[CH:21][CH:20]=[CH:19][CH:18]=3)[C:3]=12.[CH:23]1([CH2:26]O)[CH2:25][CH2:24]1.